This data is from Reaction yield outcomes from USPTO patents with 853,638 reactions. The task is: Predict the reaction yield, written as a fraction of the theoretical maximum amount of product (1.0 means a 100% yield; for example, 0.34 means a 34% yield). (1) The reactants are [CH3:1][NH:2][C@H:3]([C:14]([NH:16][C@H:17]([C:22]([N:24]([C@@H:26]([CH:33]([CH3:35])[CH3:34])/[CH:27]=[C:28](/[C:30]([OH:32])=O)\[CH3:29])[CH3:25])=[O:23])[C:18]([CH3:21])([CH3:20])[CH3:19])=[O:15])[C:4]([CH3:13])([CH3:12])[C:5]1[CH:10]=[CH:9][CH:8]=[C:7](C)[CH:6]=1.O[C:37]1C2N=NNC=2C=CC=1.Cl.CN(C)CCCN=C=NCC.C(N(C(C)C)CC)(C)C.[F:67][C:68]([F:73])([F:72])[C:69]([OH:71])=[O:70].[NH:74]1[CH2:95][CH2:94][CH2:93][C@H:75]1[C:76]([N:78]1[CH2:92][CH2:91][CH2:90][C@H:79]1[C:80]([NH:82][CH2:83][C:84]1[CH:89]=[CH:88][CH:87]=[CH:86][CH:85]=1)=[O:81])=[O:77]. The catalyst is C(#N)C. The product is [F:67][C:68]([F:73])([F:72])[C:69]([OH:71])=[O:70].[CH3:29]/[C:28](=[CH:27]\[C@@H:26]([N:24]([CH3:25])[C:22](=[O:23])[C@H:17]([C:18]([CH3:20])([CH3:19])[CH3:21])[NH:16][C:14](=[O:15])[C@H:3]([C:4]([CH3:12])([CH3:13])[C:5]1[CH:10]=[CH:9][CH:8]=[C:7]([CH3:37])[CH:6]=1)[NH:2][CH3:1])[CH:33]([CH3:34])[CH3:35])/[C:30]([N:74]1[CH2:95][CH2:94][CH2:93][C@@H:75]1[C:76]([N:78]1[CH2:92][CH2:91][CH2:90][C@@H:79]1[C:80]([NH:82][CH2:83][C:84]1[CH:85]=[CH:86][CH:87]=[CH:88][CH:89]=1)=[O:81])=[O:77])=[O:32]. The yield is 0.690. (2) The reactants are C([Si](C)(C)[O:6][CH:7]([C:37]([CH3:40])([CH3:39])[CH3:38])[CH2:8][CH2:9][C:10]1[CH:15]=[CH:14][C:13]([C:16]([C:21]2[CH:34]=[CH:33][C:24]([O:25][CH2:26][C@@H:27]([OH:32])[CH2:28][CH2:29][CH2:30][OH:31])=[C:23]([CH3:35])[CH:22]=2)([CH2:19][CH3:20])[CH2:17][CH3:18])=[CH:12][C:11]=1[CH3:36])(C)(C)C.CCCC[N+](CCCC)(CCCC)CCCC.[F-].C(OCC)(=O)C. The catalyst is C1COCC1. The product is [CH2:17]([C:16]([C:21]1[CH:34]=[CH:33][C:24]([O:25][CH2:26][C@@H:27]([OH:32])[CH2:28][CH2:29][CH2:30][OH:31])=[C:23]([CH3:35])[CH:22]=1)([C:13]1[CH:14]=[CH:15][C:10]([CH2:9][CH2:8][CH:7]([OH:6])[C:37]([CH3:39])([CH3:40])[CH3:38])=[C:11]([CH3:36])[CH:12]=1)[CH2:19][CH3:20])[CH3:18]. The yield is 0.900.